Dataset: Catalyst prediction with 721,799 reactions and 888 catalyst types from USPTO. Task: Predict which catalyst facilitates the given reaction. Reactant: [CH3:1][N:2]1[CH:6]=[C:5]([C:7]2[CH:12]=[CH:11][C:10]([NH:13][C:14]3[N:15]=[C:16](OS(C(F)(F)F)(=O)=O)[C:17]4[CH2:23][N:22]([C:24]([O:26][C:27]([CH3:30])([CH3:29])[CH3:28])=[O:25])[CH2:21][CH2:20][C:18]=4[N:19]=3)=[CH:9][CH:8]=2)[CH:4]=[N:3]1.[C:39]1([NH:45][CH2:46][CH2:47][OH:48])[CH:44]=[CH:43][CH:42]=[CH:41][CH:40]=1. Product: [OH:48][CH2:47][CH2:46][N:45]([C:39]1[CH:44]=[CH:43][CH:42]=[CH:41][CH:40]=1)[C:16]1[C:17]2[CH2:23][N:22]([C:24]([O:26][C:27]([CH3:28])([CH3:29])[CH3:30])=[O:25])[CH2:21][CH2:20][C:18]=2[N:19]=[C:14]([NH:13][C:10]2[CH:11]=[CH:12][C:7]([C:5]3[CH:4]=[N:3][N:2]([CH3:1])[CH:6]=3)=[CH:8][CH:9]=2)[N:15]=1. The catalyst class is: 16.